Dataset: Reaction yield outcomes from USPTO patents with 853,638 reactions. Task: Predict the reaction yield, written as a fraction of the theoretical maximum amount of product (1.0 means a 100% yield; for example, 0.34 means a 34% yield). (1) The reactants are [F:1][C:2]1[CH:10]=[C:9]2[C:5]([CH:6]=[CH:7][NH:8]2)=[C:4]([C:11]2[N:12]=[C:13]([N:22]3[CH2:27][CH2:26][O:25][CH2:24][CH2:23]3)[C:14]3[S:19][C:18]([CH2:20][OH:21])=[CH:17][C:15]=3[N:16]=2)[CH:3]=1.[H-].[Na+].[C:30]1([CH3:40])[CH:35]=[CH:34][C:33]([S:36](Cl)(=[O:38])=[O:37])=[CH:32][CH:31]=1. The catalyst is C1COCC1.CN(C=O)C. The yield is 0.620. The product is [F:1][C:2]1[CH:10]=[C:9]2[C:5]([CH:6]=[CH:7][N:8]2[S:36]([C:33]2[CH:34]=[CH:35][C:30]([CH3:40])=[CH:31][CH:32]=2)(=[O:38])=[O:37])=[C:4]([C:11]2[N:12]=[C:13]([N:22]3[CH2:27][CH2:26][O:25][CH2:24][CH2:23]3)[C:14]3[S:19][C:18]([CH2:20][O:21][S:36]([C:33]4[CH:34]=[CH:35][C:30]([CH3:40])=[CH:31][CH:32]=4)(=[O:38])=[O:37])=[CH:17][C:15]=3[N:16]=2)[CH:3]=1. (2) The reactants are FC(F)(F)C(O)=O.C(OC([N:15]1[CH2:20][C:19](=[O:21])[N:18]([C:22]2[CH:27]=[CH:26][CH:25]=[C:24]([F:28])[C:23]=2[CH3:29])[CH2:17][C:16]1([CH3:31])[CH3:30])=O)(C)(C)C. The catalyst is C(Cl)Cl. The product is [CH3:30][C:16]1([CH3:31])[CH2:17][N:18]([C:22]2[CH:27]=[CH:26][CH:25]=[C:24]([F:28])[C:23]=2[CH3:29])[C:19](=[O:21])[CH2:20][NH:15]1. The yield is 1.00. (3) The reactants are [CH3:1][Si:2]([CH3:31])([CH3:30])[C:3]1[CH:4]=[C:5]([CH:23]=[C:24]([Si:26]([CH3:29])([CH3:28])[CH3:27])[CH:25]=1)[C:6]([NH:8][C:9]1[CH:21]=[CH:20][C:12]([CH:13]=[CH:14][C:15]([O:17]CC)=[O:16])=[C:11]([F:22])[CH:10]=1)=[O:7].[OH-].[Na+].Cl. The catalyst is C(O)C. The product is [CH3:29][Si:26]([CH3:27])([CH3:28])[C:24]1[CH:23]=[C:5]([CH:4]=[C:3]([Si:2]([CH3:31])([CH3:30])[CH3:1])[CH:25]=1)[C:6]([NH:8][C:9]1[CH:21]=[CH:20][C:12]([CH:13]=[CH:14][C:15]([OH:17])=[O:16])=[C:11]([F:22])[CH:10]=1)=[O:7]. The yield is 0.550. (4) The reactants are [OH:1][C:2]1[CH:7]=[CH:6][C:5]([C:8](=[O:12])[CH2:9][CH2:10][CH3:11])=[CH:4][CH:3]=1.Br[CH2:14][C:15]([O:17][CH2:18][CH3:19])=[O:16]. No catalyst specified. The product is [C:8]([C:5]1[CH:4]=[CH:3][C:2]([O:1][CH2:14][C:15]([O:17][CH2:18][CH3:19])=[O:16])=[CH:7][CH:6]=1)(=[O:12])[CH2:9][CH2:10][CH3:11]. The yield is 0.990. (5) The reactants are [NH2:1][CH2:2][CH2:3][O:4][C:5]1([C:19]([OH:21])=O)[CH2:10][CH2:9][N:8]([C:11]2[N:16]=[C:15]([CH3:17])[CH:14]=[C:13]([CH3:18])[N:12]=2)[CH2:7][CH2:6]1.CCN(C(C)C)C(C)C.CN(C(ON1N=NC2C=CC=NC1=2)=[N+](C)C)C.F[P-](F)(F)(F)(F)F. The catalyst is CN(C=O)C.[Cl-].[Na+].O. The product is [CH3:18][C:13]1[CH:14]=[C:15]([CH3:17])[N:16]=[C:11]([N:8]2[CH2:9][CH2:10][C:5]3([O:4][CH2:3][CH2:2][NH:1][C:19]3=[O:21])[CH2:6][CH2:7]2)[N:12]=1. The yield is 0.530. (6) The reactants are [N:1]1[CH:6]=[CH:5][CH:4]=[C:3]([CH2:7][NH:8][C:9]([C:11]2[N:20]3[C:14]([CH2:15][N:16]([C:25]([C:27]4[CH:32]=[CH:31][C:30]([C:33]5[CH:38]=[CH:37][CH:36]=[CH:35][C:34]=5[CH2:39][C:40](O)=[O:41])=[CH:29][CH:28]=4)=[O:26])[C:17]4[CH:24]=[CH:23][CH:22]=[CH:21][C:18]=4[CH2:19]3)=[CH:13][CH:12]=2)=[O:10])[CH:2]=1.CNC.[NH3:46]. No catalyst specified. The product is [NH2:46][C:40](=[O:41])[CH2:39][C:34]1[CH:35]=[CH:36][CH:37]=[CH:38][C:33]=1[C:30]1[CH:31]=[CH:32][C:27]([C:25]([N:16]2[C:17]3[CH:24]=[CH:23][CH:22]=[CH:21][C:18]=3[CH2:19][N:20]3[C:11]([C:9]([NH:8][CH2:7][C:3]4[CH:2]=[N:1][CH:6]=[CH:5][CH:4]=4)=[O:10])=[CH:12][CH:13]=[C:14]3[CH2:15]2)=[O:26])=[CH:28][CH:29]=1. The yield is 0.580.